From a dataset of Reaction yield outcomes from USPTO patents with 853,638 reactions. Predict the reaction yield, written as a fraction of the theoretical maximum amount of product (1.0 means a 100% yield; for example, 0.34 means a 34% yield). The reactants are [NH2:1][C:2]1[CH:7]=[C:6]([OH:8])[CH:5]=[CH:4][N:3]=1.Br[CH:10]1[CH2:12][CH2:11]1.C([O-])([O-])=O.[Cs+].[Cs+]. The catalyst is CC(N(C)C)=O. The product is [CH:10]1([O:8][C:6]2[CH:5]=[CH:4][N:3]=[C:2]([NH2:1])[CH:7]=2)[CH2:12][CH2:11]1. The yield is 0.620.